Dataset: NCI-60 drug combinations with 297,098 pairs across 59 cell lines. Task: Regression. Given two drug SMILES strings and cell line genomic features, predict the synergy score measuring deviation from expected non-interaction effect. (1) Drug 1: CC1=C(C=C(C=C1)NC2=NC=CC(=N2)N(C)C3=CC4=NN(C(=C4C=C3)C)C)S(=O)(=O)N.Cl. Drug 2: C1=CC(=CC=C1CCCC(=O)O)N(CCCl)CCCl. Cell line: NCI/ADR-RES. Synergy scores: CSS=15.2, Synergy_ZIP=-1.34, Synergy_Bliss=3.05, Synergy_Loewe=-3.57, Synergy_HSA=1.54. (2) Drug 1: CC(C1=C(C=CC(=C1Cl)F)Cl)OC2=C(N=CC(=C2)C3=CN(N=C3)C4CCNCC4)N. Drug 2: CS(=O)(=O)OCCCCOS(=O)(=O)C. Cell line: PC-3. Synergy scores: CSS=7.19, Synergy_ZIP=-3.69, Synergy_Bliss=-3.14, Synergy_Loewe=-7.51, Synergy_HSA=-2.56. (3) Drug 1: CC12CCC(CC1=CCC3C2CCC4(C3CC=C4C5=CN=CC=C5)C)O. Drug 2: C#CCC(CC1=CN=C2C(=N1)C(=NC(=N2)N)N)C3=CC=C(C=C3)C(=O)NC(CCC(=O)O)C(=O)O. Cell line: UACC-257. Synergy scores: CSS=3.90, Synergy_ZIP=4.22, Synergy_Bliss=-0.727, Synergy_Loewe=-2.13, Synergy_HSA=-1.60. (4) Drug 1: C1=CC=C(C(=C1)C(C2=CC=C(C=C2)Cl)C(Cl)Cl)Cl. Drug 2: C1C(C(OC1N2C=NC(=NC2=O)N)CO)O. Cell line: NCI-H226. Synergy scores: CSS=-0.0570, Synergy_ZIP=4.99, Synergy_Bliss=-1.27, Synergy_Loewe=-2.14, Synergy_HSA=-1.33.